Predict which catalyst facilitates the given reaction. From a dataset of Catalyst prediction with 721,799 reactions and 888 catalyst types from USPTO. (1) Reactant: [Br:1][C:2]1[C:3](=[O:20])[O:4][C:5]2[C:10]([C:11]=1[CH3:12])=[CH:9][C:8]([O:13][CH:14]1[CH2:19][CH2:18][CH2:17][CH2:16][O:15]1)=[CH:7][CH:6]=2.[H-].C([Al+]CC(C)C)C(C)C. Product: [Br:1][C:2]1[CH:3]([OH:20])[O:4][C:5]2[C:10]([C:11]=1[CH3:12])=[CH:9][C:8]([O:13][CH:14]1[CH2:19][CH2:18][CH2:17][CH2:16][O:15]1)=[CH:7][CH:6]=2. The catalyst class is: 11. (2) Reactant: [CH2:1]([O:8][C:9]([N:11]1[CH2:15][C@H:14]([O:16][Si:17]([C:20]([CH3:23])([CH3:22])[CH3:21])([CH3:19])[CH3:18])[C@H:13]([NH:24][C:25]2[CH:26]=[C:27]([CH3:43])[C:28]([C:32]3[C:33]([O:41][CH3:42])=[N:34][C:35]([CH:38]([CH3:40])[CH3:39])=[CH:36][CH:37]=3)=[N:29][C:30]=2[Br:31])[CH2:12]1)=[O:10])[C:2]1[CH:7]=[CH:6][CH:5]=[CH:4][CH:3]=1.[CH3:44][C:45]([O-])(C)[CH3:46].[K+].C(Br)C=C.O. Product: [CH2:1]([O:8][C:9]([N:11]1[CH2:15][C@H:14]([O:16][Si:17]([C:20]([CH3:21])([CH3:22])[CH3:23])([CH3:18])[CH3:19])[C@H:13]([N:24]([CH2:46][CH:45]=[CH2:44])[C:25]2[CH:26]=[C:27]([CH3:43])[C:28]([C:32]3[C:33]([O:41][CH3:42])=[N:34][C:35]([CH:38]([CH3:39])[CH3:40])=[CH:36][CH:37]=3)=[N:29][C:30]=2[Br:31])[CH2:12]1)=[O:10])[C:2]1[CH:7]=[CH:6][CH:5]=[CH:4][CH:3]=1. The catalyst class is: 1. (3) Reactant: [C:1]([O:5][C:6](=[O:19])[NH:7][C@H:8]([C@H:16]1[CH2:18][O:17]1)[CH2:9][C:10]1[CH:15]=[CH:14][CH:13]=[CH:12][CH:11]=1)([CH3:4])([CH3:3])[CH3:2].[NH3:20]. Product: [C:1]([O:5][C:6](=[O:19])[NH:7][C@@H:8]([CH2:9][C:10]1[CH:15]=[CH:14][CH:13]=[CH:12][CH:11]=1)[C@H:16]([OH:17])[CH2:18][NH2:20])([CH3:4])([CH3:3])[CH3:2]. The catalyst class is: 5. (4) Reactant: [F:1][C:2]1[CH:7]=[C:6](I)[CH:5]=[CH:4][N:3]=1.C(OB([C:14]1[CH:19]=[CH:18][CH:17]=[CH:16][CH:15]=1)O)=O.[C:20](=O)([O-])[O-:21].[K+].[K+].O. Product: [F:1][C:2]1[CH:7]=[C:6]([C:18]2[CH:19]=[C:14]([CH:15]=[CH:16][CH:17]=2)[CH:20]=[O:21])[CH:5]=[CH:4][N:3]=1. The catalyst class is: 1. (5) Reactant: [C:1]([C:5]1[CH:44]=[CH:43][C:8]([CH2:9][N:10]([CH2:24][C:25]2[CH:30]=[CH:29][C:28]([C:31]#[C:32][C:33]3[CH:38]=[CH:37][C:36]([CH2:39][CH2:40][CH2:41][CH3:42])=[CH:35][CH:34]=3)=[CH:27][CH:26]=2)[C:11]2[CH:23]=[CH:22][C:14]3[O:15]C(C)(C)[O:17][C:18](=[O:19])[C:13]=3[CH:12]=2)=[CH:7][CH:6]=1)([CH3:4])([CH3:3])[CH3:2].O[Li].O.[ClH:48].[Na+].[Cl-]. Product: [ClH:48].[C:1]([C:5]1[CH:44]=[CH:43][C:8]([CH2:9][N:10]([CH2:24][C:25]2[CH:30]=[CH:29][C:28]([C:31]#[C:32][C:33]3[CH:38]=[CH:37][C:36]([CH2:39][CH2:40][CH2:41][CH3:42])=[CH:35][CH:34]=3)=[CH:27][CH:26]=2)[C:11]2[CH:23]=[CH:22][C:14]([OH:15])=[C:13]([CH:12]=2)[C:18]([OH:19])=[O:17])=[CH:7][CH:6]=1)([CH3:3])([CH3:2])[CH3:4]. The catalyst class is: 38. (6) Reactant: Cl.[O:2]=[C:3]1[CH2:9][CH2:8][CH2:7][NH:6][CH2:5][CH2:4]1.[OH-].[Na+].[C:12]([O:16][C:17](OC([O-])=O)=[O:18])([CH3:15])([CH3:14])[CH3:13]. Product: [C:12]([O:16][C:17]([N:6]1[CH2:7][CH2:8][CH2:9][C:3](=[O:2])[CH2:4][CH2:5]1)=[O:18])([CH3:15])([CH3:14])[CH3:13]. The catalyst class is: 664. (7) The catalyst class is: 7. Product: [O:9]1[C:13]2[CH:14]=[CH:15][C:16]([CH2:18][NH:19][S:20]([C:23]3[CH:24]=[C:25]([CH:29]=[CH:30][C:31]([NH:2][OH:3])=[O:32])[CH:26]=[CH:27][CH:28]=3)(=[O:22])=[O:21])=[CH:17][C:12]=2[O:11][CH2:10]1. Reactant: Cl.[NH2:2][OH:3].C([O-])(O)=O.[Na+].[O:9]1[C:13]2[CH:14]=[CH:15][C:16]([CH2:18][NH:19][S:20]([C:23]3[CH:24]=[C:25]([CH:29]=[CH:30][C:31](Cl)=[O:32])[CH:26]=[CH:27][CH:28]=3)(=[O:22])=[O:21])=[CH:17][C:12]=2[O:11][CH2:10]1. (8) Reactant: [CH2:1]([O:3][P:4]([O-:8])[O:5][CH2:6][CH3:7])[CH3:2].[H-].[Na+].CS(O[CH2:16][CH2:17][CH2:18][C:19]1[C:43]([O:44][CH3:45])=[CH:42][C:22]2[C@@H:23]([C:36]3[CH:41]=[CH:40][CH:39]=[CH:38][CH:37]=3)[NH:24][C@@:25]([CH2:32][CH2:33][CH2:34][CH3:35])([CH2:30][CH3:31])[CH2:26][S:27](=[O:29])(=[O:28])[C:21]=2[CH:20]=1)(=O)=O. Product: [CH2:32]([C@@:25]1([CH2:30][CH3:31])[NH:24][C@H:23]([C:36]2[CH:41]=[CH:40][CH:39]=[CH:38][CH:37]=2)[C:22]2[CH:42]=[C:43]([O:44][CH3:45])[C:19]([CH2:18][CH2:17][CH2:16][P:4](=[O:8])([O:5][CH2:6][CH3:7])[O:3][CH2:1][CH3:2])=[CH:20][C:21]=2[S:27](=[O:28])(=[O:29])[CH2:26]1)[CH2:33][CH2:34][CH3:35]. The catalyst class is: 1. (9) Reactant: C[O:2][C:3]([C:5]1[C:6]([C:14]2[CH:19]=[CH:18][CH:17]=[CH:16][C:15]=2[N+:20]([O-:22])=[O:21])=[CH:7][CH:8]=[C:9]([C:11](=[S:13])[NH2:12])[CH:10]=1)=[O:4].[F:23][C:24]([F:36])([F:35])[C:25]1[CH:34]=[CH:33][CH:32]=[CH:31][C:26]=1[C:27](=O)[CH2:28]Br. Product: [N+:20]([C:15]1[CH:16]=[CH:17][CH:18]=[CH:19][C:14]=1[C:6]1[C:5]([C:3]([OH:2])=[O:4])=[CH:10][C:9]([C:11]2[S:13][CH:28]=[C:27]([C:26]3[CH:31]=[CH:32][CH:33]=[CH:34][C:25]=3[C:24]([F:23])([F:35])[F:36])[N:12]=2)=[CH:8][CH:7]=1)([O-:22])=[O:21]. The catalyst class is: 6. (10) Product: [Br:1][C:2]1[CH:3]=[CH:4][C:5]([C:8]2[N:9]=[C:10]([N:13]3[CH:14]([CH2:17][CH3:18])[CH2:15][O:16][C:19]3=[O:21])[S:11][CH:12]=2)=[CH:6][CH:7]=1. The catalyst class is: 81. Reactant: [Br:1][C:2]1[CH:7]=[CH:6][C:5]([C:8]2[N:9]=[C:10]([NH:13][CH:14]([CH2:17][CH3:18])[CH2:15][OH:16])[S:11][CH:12]=2)=[CH:4][CH:3]=1.[C:19](OCC)(=[O:21])C.